This data is from Forward reaction prediction with 1.9M reactions from USPTO patents (1976-2016). The task is: Predict the product of the given reaction. (1) Given the reactants Cl[C:2]1[N:3]=[N:4][C:5]([C:8]2[S:12][N:11]=[C:10]([CH3:13])[N:9]=2)=[CH:6][CH:7]=1.Cl.Cl.[NH:16]1[CH2:21][CH2:20][C:19]2([C:25]3=[N:26][CH:27]=[CH:28][CH:29]=[C:24]3[CH2:23][O:22]2)[CH2:18][CH2:17]1.C(=O)([O-])[O-].[K+].[K+], predict the reaction product. The product is: [CH3:13][C:10]1[N:9]=[C:8]([C:5]2[N:4]=[N:3][C:2]([N:16]3[CH2:17][CH2:18][C:19]4([C:25]5=[N:26][CH:27]=[CH:28][CH:29]=[C:24]5[CH2:23][O:22]4)[CH2:20][CH2:21]3)=[CH:7][CH:6]=2)[S:12][N:11]=1. (2) Given the reactants [CH3:1][C:2]#[C:3][CH2:4][CH:5]([C@H:7]([OH:26])/[CH:8]=[CH:9]/[C@@H:10]1[C@H:14]2[CH2:15]/[C:16](/[CH2:24][C@H:13]2[CH2:12][C@H:11]1[OH:25])=[CH:17]/[CH2:18][CH2:19][CH2:20][C:21]([OH:23])=[O:22])[CH3:6].N1[CH:31]=[CH:30]N=C1.[Si:32](Cl)([CH2:37][CH3:38])([CH2:35][CH3:36])[CH2:33][CH3:34], predict the reaction product. The product is: [CH3:6][CH:5]([CH2:4][C:3]#[C:2][CH3:1])[C@H:7]([O:26][Si:32]([CH2:30][CH3:31])([CH2:35][CH3:36])[CH2:33][CH3:34])/[CH:8]=[CH:9]/[C@H:10]1[C@H:11]([O:25][Si:32]([CH2:37][CH3:38])([CH2:35][CH3:36])[CH2:33][CH3:34])[CH2:12][C@H:13]2[C@@H:14]1[CH2:15]/[C:16](=[CH:17]/[CH2:18][CH2:19][CH2:20][C:21]([OH:23])=[O:22])/[CH2:24]2. (3) The product is: [NH:1]1[C:9]2[C:4](=[CH:5][CH:6]=[CH:7][CH:8]=2)[CH:3]=[C:2]1[C:10]([NH2:15])=[O:12]. Given the reactants [NH:1]1[C:9]2[C:4](=[CH:5][CH:6]=[CH:7][CH:8]=2)[CH:3]=[C:2]1[C:10]([OH:12])=O.C(N1C=CN=C1)([N:15]1C=CN=C1)=O, predict the reaction product.